Task: Predict the product of the given reaction.. Dataset: Forward reaction prediction with 1.9M reactions from USPTO patents (1976-2016) (1) Given the reactants Cl.[NH2:2][CH2:3][C:4]([OH:6])=[O:5].O=S(Cl)[Cl:9].[CH2:11](O)[CH2:12][CH3:13], predict the reaction product. The product is: [ClH:9].[NH2:2][CH2:3][C:4]([O:6][CH2:11][CH2:12][CH3:13])=[O:5]. (2) Given the reactants [NH:1]1[C:9]2[C:4](=[CH:5][C:6]([CH:10]=[O:11])=[CH:7][CH:8]=2)[CH:3]=[CH:2]1.[H-].[Na+].[C:14]1([CH3:24])[CH:19]=[CH:18][C:17]([S:20](Cl)(=[O:22])=[O:21])=[CH:16][CH:15]=1.O, predict the reaction product. The product is: [CH3:24][C:14]1[CH:19]=[CH:18][C:17]([S:20]([N:1]2[C:9]3[C:4](=[CH:5][C:6]([CH:10]=[O:11])=[CH:7][CH:8]=3)[CH:3]=[CH:2]2)(=[O:22])=[O:21])=[CH:16][CH:15]=1.